From a dataset of B-cell epitopes from IEDB database with 3,159 antigens for binding position prediction. Token-level Classification. Given an antigen amino acid sequence, predict which amino acid positions are active epitope sites capable of antibody binding. Output is a list of indices for active positions. The epitope positions are: [3, 4, 5, 6, 7, 8, 9, 10, 11, 12, 13, 14, 15, 16, 17]. The amino acids at these positions are: KITITNDKGRLSKEE. Given the antigen sequence: KANKITITNDKGRLSKEEVERMVHEAEQYKAEDEAQRDRVAAKNSLEAHVFHVKGSLQEESLRDKIPEEDRRKMQDKCREVLAWLEHNQLAEKEEYEHQKRELEQICRPIFSRLYGGPGVPGGSSCGTQARQGDPSTGPIIEEVD, which amino acid positions are active epitope sites?